This data is from Forward reaction prediction with 1.9M reactions from USPTO patents (1976-2016). The task is: Predict the product of the given reaction. (1) Given the reactants CS[C:3]1[CH:4]=[C:5]2[C:11]3([CH2:15][CH2:14][N:13]([C:16]([O:18][C:19]([CH3:22])([CH3:21])[CH3:20])=[O:17])[CH2:12]3)[CH2:10][N:9]([C:23]([O:25][CH2:26][CH2:27][Si:28]([CH3:31])([CH3:30])[CH3:29])=[O:24])[C:6]2=[CH:7][CH:8]=1.Cl[C:33]1C=CC=C(C(OO)=O)C=1.[S:43]([O-:47])([O-])(=[O:45])=S.[Na+].[Na+], predict the reaction product. The product is: [CH3:33][S:43]([C:3]1[CH:4]=[C:5]2[C:11]3([CH2:15][CH2:14][N:13]([C:16]([O:18][C:19]([CH3:22])([CH3:21])[CH3:20])=[O:17])[CH2:12]3)[CH2:10][N:9]([C:23]([O:25][CH2:26][CH2:27][Si:28]([CH3:31])([CH3:29])[CH3:30])=[O:24])[C:6]2=[CH:7][CH:8]=1)(=[O:47])=[O:45]. (2) Given the reactants [BH3-]C#N.[Na+].Cl.[NH2:6][C:7]1[NH:11][CH:10]=[N:9][C:8]=1[C:12]([NH2:14])=[O:13].C(O)(=O)C.[CH2:19]([O:21][C:22]([CH3:26])([CH3:25])[CH:23]=O)[CH3:20], predict the reaction product. The product is: [CH2:19]([O:21][C:22]([CH3:26])([CH3:25])[CH2:23][NH:6][C:7]1[N:11]=[CH:10][NH:9][C:8]=1[C:12]([NH2:14])=[O:13])[CH3:20]. (3) Given the reactants Br[C:2]1[CH:3]=[C:4]2[C:9](=[CH:10][CH:11]=1)[C:8]([CH3:13])([CH3:12])[CH2:7][CH2:6][C:5]2([CH3:15])[CH3:14].C([Li])CCC.C1C[O:24][CH2:23]C1, predict the reaction product. The product is: [CH3:12][C:8]1([CH3:13])[CH2:7][CH2:6][C:5]([CH3:15])([CH3:14])[C:4]2[CH:3]=[C:2]([CH:23]=[O:24])[CH:11]=[CH:10][C:9]1=2. (4) Given the reactants [Cl:1][C:2]1[CH:3]=[N+:4]([O-:39])[CH:5]=[C:6]([Cl:38])[C:7]=1[CH2:8][C@@H:9]([C:23]1[CH:28]=[CH:27][C:26]([O:29][CH:30]([F:32])[F:31])=[C:25]([O:33][CH2:34][CH:35]2[CH2:37][CH2:36]2)[CH:24]=1)[O:10][C:11](OC1C=CC([N+]([O-])=O)=CC=1)=[O:12].[CH3:40][O:41][C:42]1[CH:43]=[C:44]([CH2:50][NH2:51])[CH:45]=[CH:46][C:47]=1[O:48][CH3:49].[H-].[Na+].I[CH3:55], predict the reaction product. The product is: [Cl:1][C:2]1[CH:3]=[N+:4]([O-:39])[CH:5]=[C:6]([Cl:38])[C:7]=1[CH2:8][C@@H:9]([C:23]1[CH:28]=[CH:27][C:26]([O:29][CH:30]([F:31])[F:32])=[C:25]([O:33][CH2:34][CH:35]2[CH2:36][CH2:37]2)[CH:24]=1)[O:10][C:11](=[O:12])[N:51]([CH2:50][C:44]1[CH:45]=[CH:46][C:47]([O:48][CH3:49])=[C:42]([O:41][CH3:40])[CH:43]=1)[CH3:55]. (5) Given the reactants [NH2:1][C:2]1[N:3]=[C:4]([C:22]2[CH:27]=[CH:26][CH:25]=[CH:24][CH:23]=2)[C:5]([C:12]2[CH:13]=[CH:14][C:15](=[O:21])[N:16]([CH:18]([CH3:20])[CH3:19])[N:17]=2)=[N:6][C:7]=1S(C)(=O)=O.Cl.[OH-:29].[Na+], predict the reaction product. The product is: [NH2:1][C:2]1[C:7](=[O:29])[NH:6][C:5]([C:12]2[CH:13]=[CH:14][C:15](=[O:21])[N:16]([CH:18]([CH3:20])[CH3:19])[N:17]=2)=[C:4]([C:22]2[CH:27]=[CH:26][CH:25]=[CH:24][CH:23]=2)[N:3]=1.